From a dataset of Full USPTO retrosynthesis dataset with 1.9M reactions from patents (1976-2016). Predict the reactants needed to synthesize the given product. (1) Given the product [CH3:13][C:11]1[CH:10]=[CH:4][C:3]2[C:2](=[N:9][CH:8]=[CH:7][CH:6]=2)[N:1]=1, predict the reactants needed to synthesize it. The reactants are: [NH2:1][C:2]1[N:9]=[CH:8][CH:7]=[CH:6][C:3]=1[CH:4]=O.[CH3:10][C:11]([CH3:13])=O.N1CCC[C@H]1C(O)=O. (2) Given the product [Cl:20][CH2:21][C:22]1[N:6]([C:7]2[CH:12]=[CH:11][CH:10]=[CH:9][C:8]=2[Cl:13])[C:4](=[O:5])[C:3]2[C:2](=[CH:17][C:16]([F:18])=[C:15]([F:19])[CH:14]=2)[N:1]=1, predict the reactants needed to synthesize it. The reactants are: [NH2:1][C:2]1[CH:17]=[C:16]([F:18])[C:15]([F:19])=[CH:14][C:3]=1[C:4]([NH:6][C:7]1[CH:12]=[CH:11][CH:10]=[CH:9][C:8]=1[Cl:13])=[O:5].[Cl:20][CH2:21][C:22](Cl)=O. (3) Given the product [CH:15]1([NH:14][C:7]2[CH:6]=[C:5]3[C:10]([C:11](=[O:12])[N:2]([NH:1][C:28](=[O:36])[CH2:29][CH2:30][C:31]([O:33][CH2:34][CH3:35])=[O:32])[C:3](=[O:26])[N:4]3[CH:21]3[CH2:22][CH2:23][CH2:24][CH2:25]3)=[CH:9][C:8]=2[F:13])[CH2:20][CH2:19][CH2:18][CH2:17][CH2:16]1, predict the reactants needed to synthesize it. The reactants are: [NH2:1][N:2]1[C:11](=[O:12])[C:10]2[C:5](=[CH:6][C:7]([NH:14][CH:15]3[CH2:20][CH2:19][CH2:18][CH2:17][CH2:16]3)=[C:8]([F:13])[CH:9]=2)[N:4]([CH:21]2[CH2:25][CH2:24][CH2:23][CH2:22]2)[C:3]1=[O:26].Cl[C:28](=[O:36])[CH2:29][CH2:30][C:31]([O:33][CH2:34][CH3:35])=[O:32]. (4) Given the product [Cl:37][C:22]1[CH:21]=[C:20]([S:17]([N:14]2[CH2:13][CH2:12][CH:11]([NH:10][C:38](=[O:41])[CH:39]=[CH2:40])[CH2:16][CH2:15]2)(=[O:18])=[O:19])[CH:25]=[CH:24][C:23]=1[NH:26][C:27](=[O:36])[CH2:28][CH2:29][C:30]1[CH:31]=[CH:32][CH:33]=[CH:34][CH:35]=1, predict the reactants needed to synthesize it. The reactants are: C(N(C(C)C)CC)(C)C.[NH2:10][CH:11]1[CH2:16][CH2:15][N:14]([S:17]([C:20]2[CH:25]=[CH:24][C:23]([NH:26][C:27](=[O:36])[CH2:28][CH2:29][C:30]3[CH:35]=[CH:34][CH:33]=[CH:32][CH:31]=3)=[C:22]([Cl:37])[CH:21]=2)(=[O:19])=[O:18])[CH2:13][CH2:12]1.[C:38](Cl)(=[O:41])[CH:39]=[CH2:40]. (5) Given the product [N:23]1([C@@H:20]2[CH2:21][CH2:22][N:18]([C:2]3[S:3][C:4]4[CH:10]=[C:9]([C:11]([O:13][CH2:14][CH3:15])=[O:12])[CH:8]=[CH:7][C:5]=4[N:6]=3)[CH2:19]2)[CH2:28][CH2:27][CH2:26][CH2:25][CH2:24]1, predict the reactants needed to synthesize it. The reactants are: Cl[C:2]1[S:3][C:4]2[CH:10]=[C:9]([C:11]([O:13][CH2:14][CH3:15])=[O:12])[CH:8]=[CH:7][C:5]=2[N:6]=1.Cl.Cl.[NH:18]1[CH2:22][CH2:21][C@@H:20]([N:23]2[CH2:28][CH2:27][CH2:26][CH2:25][CH2:24]2)[CH2:19]1.C(N(CC)CC)C.[Cl-].C1C=C2C(C(O)(O)C(=O)C2=CC=1)=O. (6) Given the product [CH3:14][C:13]1[CH:12]=[C:11]([C:15]([F:24])([C:20]([F:21])([F:22])[F:23])[C:16]([F:19])([F:18])[F:17])[CH:10]=[C:9]([CH3:25])[C:8]=1[NH:7][C:5](=[O:6])[C:4]1[C:26]([O:29][CH3:30])=[CH:27][CH:28]=[C:2]([NH:1][C:45](=[O:46])[C:44]2[CH:48]=[CH:49][C:41]([F:40])=[CH:42][CH:43]=2)[C:3]=1[O:31][CH3:32], predict the reactants needed to synthesize it. The reactants are: [NH2:1][C:2]1[C:3]([O:31][CH3:32])=[C:4]([C:26]([O:29][CH3:30])=[CH:27][CH:28]=1)[C:5]([NH:7][C:8]1[C:13]([CH3:14])=[CH:12][C:11]([C:15]([F:24])([C:20]([F:23])([F:22])[F:21])[C:16]([F:19])([F:18])[F:17])=[CH:10][C:9]=1[CH3:25])=[O:6].C(N(CC)CC)C.[F:40][C:41]1[CH:49]=[CH:48][C:44]([C:45](Cl)=[O:46])=[CH:43][CH:42]=1.